This data is from Peptide-MHC class II binding affinity with 134,281 pairs from IEDB. The task is: Regression. Given a peptide amino acid sequence and an MHC pseudo amino acid sequence, predict their binding affinity value. This is MHC class II binding data. (1) The peptide sequence is YALAASALVEAAA. The MHC is HLA-DQA10101-DQB10501 with pseudo-sequence HLA-DQA10101-DQB10501. The binding affinity (normalized) is 0.167. (2) The peptide sequence is IEYAKLYVLSPILAE. The MHC is H-2-IAb with pseudo-sequence H-2-IAb. The binding affinity (normalized) is 0.479.